From a dataset of Reaction yield outcomes from USPTO patents with 853,638 reactions. Predict the reaction yield, written as a fraction of the theoretical maximum amount of product (1.0 means a 100% yield; for example, 0.34 means a 34% yield). (1) The reactants are [C:1]1(/[CH:7]=[CH:8]/[C:9]2[C:17]3[C:12](=[CH:13][CH:14]=[C:15]([C:18]#[N:19])[CH:16]=3)[N:11]([CH:20]3[CH2:25][CH2:24][CH2:23][CH2:22][O:21]3)[N:10]=2)[CH:6]=[CH:5][CH:4]=[CH:3][CH:2]=1. The catalyst is C(OCC)(=O)C. The product is [O:21]1[CH2:22][CH2:23][CH2:24][CH2:25][CH:20]1[N:11]1[C:12]2[C:17](=[CH:16][C:15]([C:18]#[N:19])=[CH:14][CH:13]=2)[C:9]([CH2:8][CH2:7][C:1]2[CH:2]=[CH:3][CH:4]=[CH:5][CH:6]=2)=[N:10]1. The yield is 0.840. (2) The product is [CH2:1]([O:3][C:4](=[O:12])[C:5]1[CH:10]=[CH:9][C:8]([N:13]2[CH2:18][CH2:17][CH:16]([OH:19])[CH2:15][CH2:14]2)=[CH:7][CH:6]=1)[CH3:2]. The catalyst is CS(C)=O. The reactants are [CH2:1]([O:3][C:4](=[O:12])[C:5]1[CH:10]=[CH:9][C:8](F)=[CH:7][CH:6]=1)[CH3:2].[NH:13]1[CH2:18][CH2:17][CH:16]([OH:19])[CH2:15][CH2:14]1.C(=O)([O-])[O-].[K+].[K+].O. The yield is 0.640. (3) The reactants are [OH-].[Na+].[Cl:3][C:4]1[CH:5]=[C:6]2[C:11](=[CH:12][CH:13]=1)[CH:10]=[C:9]([S:14][CH2:15][C@@H:16]([OH:21])[C:17]([O:19]C)=[O:18])[CH:8]=[CH:7]2.Cl. The catalyst is C(O)C.O. The product is [Cl:3][C:4]1[CH:5]=[C:6]2[C:11](=[CH:12][CH:13]=1)[CH:10]=[C:9]([S:14][CH2:15][C@@H:16]([OH:21])[C:17]([OH:19])=[O:18])[CH:8]=[CH:7]2. The yield is 0.970. (4) The reactants are [CH:1]([C:4]1[CH:23]=[CH:22][C:7]([CH2:8][C:9]2[C:19]([CH3:20])=[CH:18][C:17]([CH3:21])=[CH:16][C:10]=2[O:11][CH2:12][C:13]([OH:15])=O)=[CH:6][CH:5]=1)([CH3:3])[CH3:2].C(Cl)(=O)C(Cl)=O.[CH3:30][CH:31]1[NH:33][CH2:32]1.C(N(CC)CC)C. The catalyst is C1COCC1.CN(C=O)C.O. The product is [CH:1]([C:4]1[CH:23]=[CH:22][C:7]([CH2:8][C:9]2[C:19]([CH3:20])=[CH:18][C:17]([CH3:21])=[CH:16][C:10]=2[O:11][CH2:12][C:13]([N:33]2[CH2:32][CH:31]2[CH3:30])=[O:15])=[CH:6][CH:5]=1)([CH3:2])[CH3:3]. The yield is 0.990. (5) The reactants are [C:1]1([CH:7]2[C:16]3[C:11]4=[C:12]([CH:18]([C:21]5[CH:26]=[CH:25][CH:24]=[CH:23][CH:22]=5)[CH2:19][CH2:20][N:10]4[CH2:9][CH2:8]2)[CH:13]=[C:14]([NH2:17])[CH:15]=3)[CH:6]=[CH:5][CH:4]=[CH:3][CH:2]=1.[CH2:27]([N:30]=[C:31]=[S:32])[CH2:28][CH3:29]. The catalyst is ClCCl. The yield is 0.490. The product is [C:21]1([CH:18]2[C:12]3[C:11]4=[C:16]([CH:7]([C:1]5[CH:2]=[CH:3][CH:4]=[CH:5][CH:6]=5)[CH2:8][CH2:9][N:10]4[CH2:20][CH2:19]2)[CH:15]=[C:14]([NH:17][C:31]([NH:30][CH2:27][CH2:28][CH3:29])=[S:32])[CH:13]=3)[CH:26]=[CH:25][CH:24]=[CH:23][CH:22]=1. (6) The reactants are [C:1]([C:5]1[CH:24]=[CH:23][C:8]([C:9]([NH:11][C:12]2[CH:17]=[C:16](Cl)[N:15]3[N:19]=[C:20]([CH3:22])[CH:21]=[C:14]3[N:13]=2)=[O:10])=[CH:7][CH:6]=1)([CH3:4])([CH3:3])[CH3:2].[OH:25][CH2:26][C:27]1[CH:28]=[C:29](B(O)O)[CH:30]=[CH:31][CH:32]=1.C([O-])([O-])=O.[Na+].[Na+]. The catalyst is N#N.[Cl-].[Na+].O.C1C=CC([P]([Pd]([P](C2C=CC=CC=2)(C2C=CC=CC=2)C2C=CC=CC=2)([P](C2C=CC=CC=2)(C2C=CC=CC=2)C2C=CC=CC=2)[P](C2C=CC=CC=2)(C2C=CC=CC=2)C2C=CC=CC=2)(C2C=CC=CC=2)C2C=CC=CC=2)=CC=1. The product is [C:1]([C:5]1[CH:24]=[CH:23][C:8]([C:9]([NH:11][C:12]2[CH:17]=[C:16]([C:31]3[CH:30]=[CH:29][CH:28]=[C:27]([CH2:26][OH:25])[CH:32]=3)[N:15]3[N:19]=[C:20]([CH3:22])[CH:21]=[C:14]3[N:13]=2)=[O:10])=[CH:7][CH:6]=1)([CH3:4])([CH3:3])[CH3:2]. The yield is 0.620. (7) The reactants are [F:1][C:2]1[CH:3]=[C:4]([OH:9])[CH:5]=[CH:6][C:7]=1[F:8].C(=O)([O-])[O-].[K+].[K+].I[CH2:17][CH3:18]. The catalyst is CN(C)C=O. The product is [CH2:17]([O:9][C:4]1[CH:5]=[CH:6][C:7]([F:8])=[C:2]([F:1])[CH:3]=1)[CH3:18]. The yield is 0.900. (8) The reactants are [CH2:1]([N:8]1[C:17]2[C:12](=[CH:13][C:14]([C:18]#[N:19])=[CH:15][CH:16]=2)[CH2:11][CH:10]([NH:20][S:21]([C:24]2[CH:29]=[CH:28][CH:27]=[CH:26][CH:25]=2)(=[O:23])=[O:22])[CH2:9]1)[C:2]1[CH:7]=[CH:6][CH:5]=[CH:4][CH:3]=1.I([Cl:33])(=O)=O.I(Cl)(=O)=O.I(Cl)(=O)=O.I(Cl)(=O)=O.C([N+](C)(C)C)C1C=CC=CC=1. The catalyst is C(O)(=O)C. The product is [CH2:1]([N:8]1[C:17]2[C:12](=[CH:13][C:14]([C:18]#[N:19])=[CH:15][C:16]=2[Cl:33])[CH2:11][CH:10]([NH:20][S:21]([C:24]2[CH:29]=[CH:28][CH:27]=[CH:26][CH:25]=2)(=[O:23])=[O:22])[CH2:9]1)[C:2]1[CH:3]=[CH:4][CH:5]=[CH:6][CH:7]=1. The yield is 0.820. (9) The reactants are [C:1]([O:6][CH2:7][C:8]1[CH:13]=[CH:12][CH:11]=[CH:10][CH:9]=1)(=[O:5])[C:2]([CH3:4])=[CH2:3].C[N+]1([O-])CC[O:18]CC1.[OH2:22]. The yield is 0.870. The product is [OH:22][C:2]([CH3:4])([CH2:3][OH:18])[C:1]([O:6][CH2:7][C:8]1[CH:9]=[CH:10][CH:11]=[CH:12][CH:13]=1)=[O:5]. The catalyst is CC(C)=O.CC(O)(C)C.[Os](=O)(=O)(=O)=O. (10) The reactants are [NH2:1][C:2]1[CH:9]=[CH:8][C:5]([C:6]#[N:7])=[CH:4][C:3]=1[NH:10][CH:11]1[CH2:16][CH2:15][N:14]([C@H:17]2[CH2:22][CH2:21][C@H:20]([O:23][CH2:24][CH3:25])[CH2:19][CH2:18]2)[CH2:13][CH2:12]1.C(N(C(C)C)CC)(C)C.[Cl:35][C:36](Cl)([O:38]C(=O)OC(Cl)(Cl)Cl)Cl.C([O-])([O-])=O.[Na+].[Na+]. The catalyst is ClCCl. The product is [ClH:35].[CH2:24]([O:23][C@H:20]1[CH2:21][CH2:22][C@H:17]([N:14]2[CH2:13][CH2:12][CH:11]([N:10]3[C:3]4[CH:4]=[C:5]([C:6]#[N:7])[CH:8]=[CH:9][C:2]=4[NH:1][C:36]3=[O:38])[CH2:16][CH2:15]2)[CH2:18][CH2:19]1)[CH3:25]. The yield is 0.390.